This data is from Clinical trial toxicity outcomes and FDA approval status for drugs. The task is: Regression/Classification. Given a drug SMILES string, predict its toxicity properties. Task type varies by dataset: regression for continuous values (e.g., LD50, hERG inhibition percentage) or binary classification for toxic/non-toxic outcomes (e.g., AMES mutagenicity, cardiotoxicity, hepatotoxicity). Dataset: clintox. (1) The compound is CN1C(=O)OC(C)(C)C1=O. The result is 0 (passed clinical trial). (2) The compound is Nc1nc(=O)c2c([nH]1)NC[C@H](CNc1ccc(C(=O)N[C@@H](CCC(=O)[O-])C(=O)[O-])cc1)N2C=O. The result is 0 (passed clinical trial). (3) The compound is CC(O)(P(=O)([O-])[O-])P(=O)([O-])[O-]. The result is 0 (passed clinical trial). (4) The molecule is CC[N+](C)(C)Cc1ccccc1Br. The result is 0 (passed clinical trial). (5) The drug is CCCCCCCCCCNCC[NH2+][C@@]1(C)C[C@H](O[C@H]2[C@H](Oc3c4cc5cc3Oc3ccc(cc3Cl)[C@@H](O)[C@@H](NC(=O)[C@@H](CC(C)C)[NH2+]C)C(=O)N[C@@H](CC(N)=O)C(=O)N[C@H]5C(=O)N[C@H]3C(=O)N[C@H](C(=O)N[C@H](C(=O)[O-])c5cc(O)c(C[NH2+]CP(=O)([O-])[O-])c(O)c5-c5cc3ccc5O)[C@H](O)c3ccc(c(Cl)c3)O4)O[C@H](CO)[C@@H](O)[C@@H]2O)O[C@@H](C)[C@H]1O. The result is 0 (passed clinical trial).